This data is from Reaction yield outcomes from USPTO patents with 853,638 reactions. The task is: Predict the reaction yield, written as a fraction of the theoretical maximum amount of product (1.0 means a 100% yield; for example, 0.34 means a 34% yield). (1) The reactants are [F:1][C:2]([F:25])([F:24])[C:3]1[CH:4]=[CH:5][C:6]([O:16][CH2:17][C:18]2[CH:23]=[CH:22][CH:21]=[CH:20][CH:19]=2)=[C:7]([C:9](=O)[CH2:10][CH2:11][C:12](=O)[CH3:13])[CH:8]=1.[CH2:26]([O:28][C:29](=[O:37])[C:30]1[CH:35]=[CH:34][CH:33]=[C:32]([NH2:36])[CH:31]=1)[CH3:27]. No catalyst specified. The product is [CH2:26]([O:28][C:29](=[O:37])[C:30]1[CH:35]=[CH:34][CH:33]=[C:32]([N:36]2[C:12]([CH3:13])=[CH:11][CH:10]=[C:9]2[C:7]2[CH:8]=[C:3]([C:2]([F:25])([F:24])[F:1])[CH:4]=[CH:5][C:6]=2[O:16][CH2:17][C:18]2[CH:19]=[CH:20][CH:21]=[CH:22][CH:23]=2)[CH:31]=1)[CH3:27]. The yield is 0.560. (2) The reactants are [Si]([O:8][CH2:9][CH2:10][CH2:11][N:12]1[C:20](=[O:21])[C:19]2[N:18]([CH2:22][C:23]3[CH:28]=[CH:27][C:26]([Cl:29])=[CH:25][CH:24]=3)[C:17]([O:30][CH:31]3[CH2:35][CH2:34][CH2:33][CH2:32]3)=[N:16][C:15]=2[N:14]([CH3:36])[C:13]1=[O:37])(C(C)(C)C)(C)C.Cl. The catalyst is C(O)C.O. The product is [Cl:29][C:26]1[CH:25]=[CH:24][C:23]([CH2:22][N:18]2[C:19]3[C:20](=[O:21])[N:12]([CH2:11][CH2:10][CH2:9][OH:8])[C:13](=[O:37])[N:14]([CH3:36])[C:15]=3[N:16]=[C:17]2[O:30][CH:31]2[CH2:35][CH2:34][CH2:33][CH2:32]2)=[CH:28][CH:27]=1. The yield is 0.140. (3) The product is [Br:1][C:2]1[C:10]2[NH:9][C:8]3[C:11]([O:19][CH2:18][CH3:17])=[N:12][C:13]([Cl:15])=[N:14][C:7]=3[C:6]=2[CH:5]=[CH:4][CH:3]=1. The reactants are [Br:1][C:2]1[C:10]2[NH:9][C:8]3[C:11](Cl)=[N:12][C:13]([Cl:15])=[N:14][C:7]=3[C:6]=2[CH:5]=[CH:4][CH:3]=1.[CH3:17][CH2:18][O-:19].[Na+]. The yield is 0.860. The catalyst is C(O)C. (4) The yield is 0.620. The reactants are Br[C:2]1[N:3]=[C:4]([C:9]2[NH:13][C:12]3[CH:14]=[C:15]([CH3:18])[CH:16]=[CH:17][C:11]=3[N:10]=2)[C:5]([NH2:8])=[N:6][CH:7]=1.B([C:22]1[CH:30]=[CH:29][C:25]([C:26]([OH:28])=[O:27])=[CH:24][CH:23]=1)(O)O.C([O-])([O-])=O.[Na+].[Na+].N#N. The catalyst is CC#N.C1C=CC([P]([Pd]([P](C2C=CC=CC=2)(C2C=CC=CC=2)C2C=CC=CC=2)([P](C2C=CC=CC=2)(C2C=CC=CC=2)C2C=CC=CC=2)[P](C2C=CC=CC=2)(C2C=CC=CC=2)C2C=CC=CC=2)(C2C=CC=CC=2)C2C=CC=CC=2)=CC=1.O. The product is [NH2:8][C:5]1[N:6]=[CH:7][C:2]([C:22]2[CH:30]=[CH:29][C:25]([C:26]([OH:28])=[O:27])=[CH:24][CH:23]=2)=[N:3][C:4]=1[C:9]1[NH:13][C:12]2[CH:14]=[C:15]([CH3:18])[CH:16]=[CH:17][C:11]=2[N:10]=1. (5) The reactants are C[O:2][C:3](=[O:47])[C:4]1[CH:9]=[CH:8][CH:7]=[CH:6][C:5]=1[O:10][C:11]1[CH:16]=[CH:15][CH:14]=[C:13]([O:17][CH2:18][CH2:19][CH2:20][O:21][C:22]2[CH:27]=[C:26]([O:28]CC3C=CC=CC=3)[C:25]([C:36]3[S:40][N:39]=[C:38]([Br:41])[N:37]=3)=[CH:24][C:23]=2[CH2:42][CH3:43])[C:12]=1[CH2:44][CH2:45][CH3:46].B(F)(F)F.CCOCC. The catalyst is C(S)C.O. The product is [Br:41][C:38]1[N:37]=[C:36]([C:25]2[C:26]([OH:28])=[CH:27][C:22]([O:21][CH2:20][CH2:19][CH2:18][O:17][C:13]3[C:12]([CH2:44][CH2:45][CH3:46])=[C:11]([CH:16]=[CH:15][CH:14]=3)[O:10][C:5]3[CH:6]=[CH:7][CH:8]=[CH:9][C:4]=3[C:3]([OH:47])=[O:2])=[C:23]([CH2:42][CH3:43])[CH:24]=2)[S:40][N:39]=1. The yield is 0.230.